Dataset: Full USPTO retrosynthesis dataset with 1.9M reactions from patents (1976-2016). Task: Predict the reactants needed to synthesize the given product. (1) Given the product [OH:23][NH:22][C:1](=[NH:2])[C:3]1[CH:20]=[CH:19][C:6]2[CH2:7][CH2:8][N:9]([C:12]([O:14][C:15]([CH3:17])([CH3:18])[CH3:16])=[O:13])[CH2:10][CH2:11][C:5]=2[CH:4]=1, predict the reactants needed to synthesize it. The reactants are: [C:1]([C:3]1[CH:20]=[CH:19][C:6]2[CH2:7][CH2:8][N:9]([C:12]([O:14][C:15]([CH3:18])([CH3:17])[CH3:16])=[O:13])[CH2:10][CH2:11][C:5]=2[CH:4]=1)#[N:2].Cl.[NH2:22][OH:23].C(=O)([O-])O.[Na+]. (2) Given the product [C:24]1([C:2]2[CH:6]=[CH:5][N:4]([C:7]([O:9][C:10]([CH3:13])([CH3:12])[CH3:11])=[O:8])[C:3]=2[C:14]([O:16][CH3:17])=[O:15])[CH:29]=[CH:28][CH:27]=[CH:26][CH:25]=1, predict the reactants needed to synthesize it. The reactants are: Br[C:2]1[CH:6]=[CH:5][N:4]([C:7]([O:9][C:10]([CH3:13])([CH3:12])[CH3:11])=[O:8])[C:3]=1[C:14]([O:16][CH3:17])=[O:15].C([O-])([O-])=O.[K+].[K+].[C:24]1(B(O)O)[CH:29]=[CH:28][CH:27]=[CH:26][CH:25]=1. (3) Given the product [Cl:1][C:2]1[CH:46]=[CH:45][CH:44]=[CH:43][C:3]=1[O:4][CH2:5][CH2:6][CH2:7][O:8][C:9]1[CH:10]=[CH:11][C:12]([CH:15]2[CH:20]([O:21][Si:22]([CH:23]([CH3:24])[CH3:25])([CH:29]([CH3:31])[CH3:30])[CH:26]([CH3:27])[CH3:28])[CH2:19][N:18]([C:32]([O:34][CH2:35][C:36]3[CH:41]=[CH:40][CH:39]=[CH:38][CH:37]=3)=[O:33])[CH2:17][CH:16]2[O:42][CH2:48][C:49]2[CH:50]=[CH:51][C:52]3[O:57][CH2:56][C:55](=[O:58])[N:54]([CH2:59][CH2:60][CH2:61][O:62][CH3:63])[C:53]=3[CH:64]=2)=[CH:13][CH:14]=1, predict the reactants needed to synthesize it. The reactants are: [Cl:1][C:2]1[CH:46]=[CH:45][CH:44]=[CH:43][C:3]=1[O:4][CH2:5][CH2:6][CH2:7][O:8][C:9]1[CH:14]=[CH:13][C:12]([CH:15]2[CH:20]([O:21][Si:22]([CH:29]([CH3:31])[CH3:30])([CH:26]([CH3:28])[CH3:27])[CH:23]([CH3:25])[CH3:24])[CH2:19][N:18]([C:32]([O:34][CH2:35][C:36]3[CH:41]=[CH:40][CH:39]=[CH:38][CH:37]=3)=[O:33])[CH2:17][CH:16]2[OH:42])=[CH:11][CH:10]=1.Cl[CH2:48][C:49]1[CH:50]=[CH:51][C:52]2[O:57][CH2:56][C:55](=[O:58])[N:54]([CH2:59][CH2:60][CH2:61][O:62][CH3:63])[C:53]=2[CH:64]=1. (4) Given the product [CH:9]1[C:10]2[C:5](=[C:4]([NH:1][C:2]([NH:26][CH:20]3[C:19]4[C:24](=[CH:25][C:16]([C:15]([F:28])([F:14])[F:27])=[CH:17][CH:18]=4)[O:23][CH2:22][CH2:21]3)=[O:3])[CH:13]=[CH:12][CH:11]=2)[CH:6]=[CH:7][N:8]=1, predict the reactants needed to synthesize it. The reactants are: [N:1]([C:4]1[CH:13]=[CH:12][CH:11]=[C:10]2[C:5]=1[CH:6]=[CH:7][N:8]=[CH:9]2)=[C:2]=[O:3].[F:14][C:15]([F:28])([F:27])[C:16]1[CH:25]=[C:24]2[C:19]([CH:20]([NH2:26])[CH2:21][CH2:22][O:23]2)=[CH:18][CH:17]=1.